This data is from Catalyst prediction with 721,799 reactions and 888 catalyst types from USPTO. The task is: Predict which catalyst facilitates the given reaction. (1) Product: [CH3:14][N:15]1[CH2:20][CH2:19][N:18]([C:2]2[NH:3][C:4](=[O:13])[C:5]3[C:10]([CH:11]=2)=[C:9]([CH3:12])[CH:8]=[CH:7][CH:6]=3)[CH2:17][C:16]1=[O:21]. The catalyst class is: 6. Reactant: Cl[C:2]1[NH:3][C:4](=[O:13])[C:5]2[C:10]([CH:11]=1)=[C:9]([CH3:12])[CH:8]=[CH:7][CH:6]=2.[CH3:14][N:15]1[CH2:20][CH2:19][NH:18][CH2:17][C:16]1=[O:21]. (2) Product: [Cl:1][C:2]1[N:7]=[CH:6][C:5]([C:8]2([C:19]#[N:20])[CH2:9][CH2:10][C:11](=[O:18])[CH2:12][CH2:13]2)=[CH:4][CH:3]=1. Reactant: [Cl:1][C:2]1[N:7]=[CH:6][C:5]([C:8]2([C:19]#[N:20])[CH2:13][C:12](C(OC)=O)=[C:11]([OH:18])[CH2:10][CH2:9]2)=[CH:4][CH:3]=1.[Li+].[Cl-]. The catalyst class is: 58. (3) Reactant: CC([N:5]([C@@H:9]([C:29]1[CH:34]=[CH:33][CH:32]=[CH:31][CH:30]=1)[C:10]([NH:12][CH2:13][CH2:14][CH2:15][CH2:16][NH:17][S:18]([C:21]1[CH:26]=[CH:25][C:24]([F:27])=[CH:23][C:22]=1[Cl:28])(=[O:20])=[O:19])=[O:11])C(=O)[O-])(C)C.Cl.C(OCC)C. Product: [NH2:5][C@@H:9]([C:29]1[CH:34]=[CH:33][CH:32]=[CH:31][CH:30]=1)[C:10]([NH:12][CH2:13][CH2:14][CH2:15][CH2:16][NH:17][S:18]([C:21]1[CH:26]=[CH:25][C:24]([F:27])=[CH:23][C:22]=1[Cl:28])(=[O:19])=[O:20])=[O:11]. The catalyst class is: 2.